Dataset: Full USPTO retrosynthesis dataset with 1.9M reactions from patents (1976-2016). Task: Predict the reactants needed to synthesize the given product. (1) Given the product [CH2:7]1[C@@H:15]2[C@@H:10]([CH2:11][CH:12]=[CH:13][CH2:14]2)[CH2:9][NH:8]1, predict the reactants needed to synthesize it. The reactants are: [H-].[Al+3].[Li+].[H-].[H-].[H-].[CH2:7]1[C@@H:15]2[C@@H:10]([CH2:11][CH:12]=[CH:13][CH2:14]2)[CH:9]=[N:8]1. (2) Given the product [NH2:1][C:2]1[CH:7]=[C:6]([C:16]2[CH:17]=[CH:18][C:19]3[N:20]=[C:21]([C:24]4[CH:29]=[CH:28][CH:27]=[CH:26][CH:25]=4)[O:22][C:23]=3[C:15]=2[F:14])[N:5]=[C:4]([C:9]([O:11][CH3:12])=[O:10])[C:3]=1[Cl:13], predict the reactants needed to synthesize it. The reactants are: [NH2:1][C:2]1[CH:7]=[C:6](Br)[N:5]=[C:4]([C:9]([O:11][CH3:12])=[O:10])[C:3]=1[Cl:13].[F:14][C:15]1[C:23]2[O:22][C:21]([C:24]3[CH:29]=[CH:28][CH:27]=[CH:26][CH:25]=3)=[N:20][C:19]=2[CH:18]=[CH:17][C:16]=1B(O)O.C([O-])([O-])=O.[K+].[K+].O. (3) Given the product [Cl:1][C:2]1[CH:7]=[CH:6][C:5]([C:8]2[CH2:12][C:11]([C:16]3[CH:29]=[CH:28][C:19]([NH2:20])=[C:18]([CH3:30])[CH:17]=3)([CH:13]3[CH2:15][CH2:14]3)[O:10][N:9]=2)=[CH:4][CH:3]=1, predict the reactants needed to synthesize it. The reactants are: [Cl:1][C:2]1[CH:7]=[CH:6][C:5]([C:8]2[CH2:12][C:11]([C:16]3[CH:29]=[CH:28][C:19]([NH:20]C(=O)OC(C)(C)C)=[C:18]([CH3:30])[CH:17]=3)([CH:13]3[CH2:15][CH2:14]3)[O:10][N:9]=2)=[CH:4][CH:3]=1.FC(F)(F)C(O)=O. (4) Given the product [C:33]([NH:37][C:38]([N:19]1[CH2:20][CH2:21][CH:16]([C@H:14]2[CH2:15][C@H:13]2[CH2:12][CH2:11][O:10][C:9]2[CH:8]=[CH:7][C:6]([N:1]3[CH:5]=[N:4][N:3]=[N:2]3)=[CH:23][CH:22]=2)[CH2:17][CH2:18]1)=[O:39])([CH3:36])([CH3:35])[CH3:34], predict the reactants needed to synthesize it. The reactants are: [N:1]1([C:6]2[CH:23]=[CH:22][C:9]([O:10][CH2:11][CH2:12][C@@H:13]3[CH2:15][C@@H:14]3[CH:16]3[CH2:21][CH2:20][NH:19][CH2:18][CH2:17]3)=[CH:8][CH:7]=2)[CH:5]=[N:4][N:3]=[N:2]1.CCN(C(C)C)C(C)C.[C:33]([N:37]=[C:38]=[O:39])([CH3:36])([CH3:35])[CH3:34]. (5) Given the product [Br:1][C:2]1[CH:7]=[CH:6][C:5]([O:8][CH2:13][CH2:14][C:15]([CH3:17])=[CH2:16])=[C:4]([Cl:9])[CH:3]=1, predict the reactants needed to synthesize it. The reactants are: [Br:1][C:2]1[CH:7]=[CH:6][C:5]([OH:8])=[C:4]([Cl:9])[CH:3]=1.P(OC1C=CC=CC=1)(OC1C=CC=CC=1)(O[CH2:13][CH2:14][C:15]([CH3:17])=[CH2:16])=O. (6) Given the product [CH3:1][C:2]1[CH:3]=[CH:4][C:5]([O:8][C:16]2[CH:21]=[CH:20][CH:19]=[CH:18][CH:17]=2)=[CH:6][N:7]=1, predict the reactants needed to synthesize it. The reactants are: [CH3:1][C:2]1[N:7]=[CH:6][C:5]([OH:8])=[CH:4][CH:3]=1.CC(C)([O-])C.[K+].Br[C:16]1[CH:21]=[CH:20][CH:19]=[CH:18][CH:17]=1.CO.